From a dataset of Experimentally validated miRNA-target interactions with 360,000+ pairs, plus equal number of negative samples. Binary Classification. Given a miRNA mature sequence and a target amino acid sequence, predict their likelihood of interaction. (1) The miRNA is hsa-miR-4728-5p with sequence UGGGAGGGGAGAGGCAGCAAGCA. The protein sequence of the target gene is MGLGRVLLFLAVAFPFAPPAAAAEPHSLRYNLMVLSQDGSVQSGFLAEGHLDGQPFLRYDRQKRRAKPQGQWAENVLGAKTWDTETEDLTENGQDLRRTLTHIKDQKGGLHSLQEIRVCEIHEDSSTRGSRHFYYDGELFLSQNLETQESTVPQSSRAQTLAMNVTNFWKEDAMKTKTHYRAMQADCLQKLQRYLKSGVAIRRTVPPMVNVTCSEVSEGNITVTCRASSFYPRNITLTWRQDGVSLSHNTQQWGDVLPDGNGTYQTWVATRIRQGEEQRFTCYMEHSGNHGTHPVPSGKA.... Result: 1 (interaction). (2) The miRNA is mmu-miR-1b-5p with sequence UACAUACUUCUUUACAUUCCA. The protein sequence of the target gene is MACGATLKRTLDFDPLLSPASPKRRRCAPLSAPASAAASPAAATAAAAASAAAASPQKYLRMEPSPFGDVSSRLTTEQILYNIKQEYKRMQKRRHLEASFQQADPGCTSDSQPHAFLISGPASPGTSSATSSPLKKEQPLFTLRQVGMICERLLKEREEKVREEYEEILNTKLAEQYDAFVKFTHDQIMRRYGEQPASYVS. Result: 0 (no interaction). (3) The miRNA is hsa-miR-6858-5p with sequence GUGAGGAGGGGCUGGCAGGGAC. The protein sequence of the target gene is MDPMELRNVNIEPDDESSSGESAPDSYIGIGNSEKAAMSSQFANEDTESQKFLTNGFLGKKKLADYADEHHPGTTSFGMSSFNLSNAIMGSGILGLSYAMANTGIILFIIMLLAVAILSLYSVHLLLKTAKEGGSLIYEKLGEKAFGWPGKIGAFVSITMQNIGAMSSYLFIIKYELPEVIRAFMGLEENTGEWYLNGNYLIIFVSVGIILPLSLLKNLGYLGYTSGFSLTCMVFFVSVVIYKKFQIPCPLPVLDHSVGNLSFNNTLPMHVVMLPNNSESSDVNFMMDYTHRNPAGLDEN.... Result: 1 (interaction). (4) The miRNA is cel-miR-789-3p with sequence UCCCUGCCUGGGUCACCAAUUGU. The protein sequence of the target gene is MDPRKVNELRAFVKMCKQDPSVLHTEEMRFLREWVESMGGKVPPATQKAKSEENTKEEKPDSKKVEEDLKADEPSSEESDLEIDKEGVIEPDTDAPQEMGDENAEITEEMMDQANDKKVAAIEALNDGELQKAIDLFTDAIKLNPRLAILYAKRASVFVKLQKPNAAIRDCDRAIEINPDSAQPYKWRGKAHRLLGHWEEAAHDLALACKLDYDEDASAMLKEVQPRAQKIAEHRRKYERKREEREIKERIERVKKAREEHERAQREEEARRQSGAQYGSFPGGFPGGMPGNFPGGMPGM.... Result: 0 (no interaction). (5) Result: 0 (no interaction). The protein sequence of the target gene is MEGERAPLLGSRRPAVSAASAVFAGRRAACGAVLLAELLERAAFYGVTANLVLFLNGAPFDWEGAQASQALLLFMGLTYLGSPFGGWLADARLGRARAILLSLALYLLGLLAFPLLAAPRSRSFLCGDPRPELVRNCSAPFPNGSASCPENAARRCAPATFAGLVLVGLGVATVKANITPFGADQVKDRGPEATRRFFNWFYWSINLGAILSLGGIAYIQQNVSFFTGYLIPTVCVAIAFLVFLCGQSVFITKPPDGSAFTDMFRILTYSCCSQRGGQRRSGEGLGVFQQSSKHSLFDSC.... The miRNA is hsa-miR-3130-5p with sequence UACCCAGUCUCCGGUGCAGCC. (6) The miRNA is hsa-miR-211-5p with sequence UUCCCUUUGUCAUCCUUCGCCU. The protein sequence of the target gene is MEPSGSEQLYEDPDPGGKSQDAEARRQTESEQKLSKMTHNALENINVIGQGLKHLFQHQRRRSSVSPHDVQQIQTDPEPEVDLDSQNACAEIDGVSTHPTALNRVLQQIRVPPKMKRGTSLHSRRGKSEAPKGSPQINRKSGQEVAAVIQSGRPRSSSTTDAPTSSSVMEIACAAGVCVPGEEATAERIERLEVSSLAQTSSAVASSTDGSIHTESVDGIPDPQRTKAAIAHLQQKILKLTEQIKIAQTARDDNVAEYLKLANSADKQQAARIKQVFEKKNQKSAQTILQLQKKLEHYHR.... Result: 0 (no interaction).